This data is from Full USPTO retrosynthesis dataset with 1.9M reactions from patents (1976-2016). The task is: Predict the reactants needed to synthesize the given product. (1) Given the product [S:16]1[C:12]([C:7]2[CH:8]=[CH:9][CH:10]=[CH:11][C:6]=2[CH:2]=[O:1])=[CH:13][C:14]2[CH:20]=[CH:19][CH:18]=[CH:17][C:15]1=2, predict the reactants needed to synthesize it. The reactants are: [O:1]1CCO[CH:2]1[C:6]1[CH:11]=[CH:10][CH:9]=[CH:8][C:7]=1[C:12]1[S:16][C:15]2[CH:17]=[CH:18][CH:19]=[CH:20][C:14]=2[CH:13]=1.Cl.Cl.O.O1CCCC1. (2) The reactants are: [CH3:1][O:2][C:3]1[C:11]2[N:10]=[C:9]([C:12]3[S:13][CH:14]=[CH:15][CH:16]=3)[NH:8][C:7]=2[C:6]([C:17]([OH:19])=O)=[CH:5][CH:4]=1.[NH2:20][C@H:21]1[CH2:26][CH2:25][CH2:24][N:23]([C:27]([O:29][C:30]([CH3:33])([CH3:32])[CH3:31])=[O:28])[CH2:22]1. Given the product [CH3:1][O:2][C:3]1[C:11]2[NH:10][C:9]([C:12]3[S:13][CH:14]=[CH:15][CH:16]=3)=[N:8][C:7]=2[C:6]([C:17]([NH:20][C@H:21]2[CH2:26][CH2:25][CH2:24][N:23]([C:27]([O:29][C:30]([CH3:33])([CH3:32])[CH3:31])=[O:28])[CH2:22]2)=[O:19])=[CH:5][CH:4]=1, predict the reactants needed to synthesize it. (3) The reactants are: CC1(C)O[C@H](C(C2C=CC3C(=CC=CC=3)C=2)(C2C=CC3C(=CC=CC=3)C=2)O)[C@@H](C(C2C=CC3C(=CC=CC=3)C=2)(C2C=CC3C(=CC=CC=3)C=2)O)O1.C([Zn][CH2:55][CH3:56])C.[Cl:57][C:58]1[CH:59]=[C:60]([CH:63]=[CH:64][C:65]=1[O:66][C:67]([F:70])([F:69])[F:68])[CH:61]=[O:62].O. Given the product [Cl:57][C:58]1[CH:59]=[C:60]([C@H:61]([OH:62])[CH2:55][CH3:56])[CH:63]=[CH:64][C:65]=1[O:66][C:67]([F:69])([F:70])[F:68], predict the reactants needed to synthesize it.